Task: Predict the reactants needed to synthesize the given product.. Dataset: Full USPTO retrosynthesis dataset with 1.9M reactions from patents (1976-2016) (1) Given the product [CH:1]([N:4]1[C:32](=[O:33])[C:31]2[N:12]3[CH2:13][CH2:14][C:15]4[CH:16]=[C:17]([O:29][CH3:30])[C:18]([C:21]5[C:22]([CH3:28])=[N:23][N:24]([CH3:27])[C:25]=5[CH3:26])=[CH:19][C:20]=4[C:11]3=[C:10]([C:34]3[S:35][CH:36]=[CH:37][CH:38]=3)[C:9]=2[CH2:8][N:7]([C:43](=[O:44])[CH2:42][CH2:41][C:40]([F:47])([F:46])[F:39])[CH2:6][CH2:5]1)([CH3:3])[CH3:2], predict the reactants needed to synthesize it. The reactants are: [CH:1]([N:4]1[C:32](=[O:33])[C:31]2[N:12]3[CH2:13][CH2:14][C:15]4[CH:16]=[C:17]([O:29][CH3:30])[C:18]([C:21]5[C:22]([CH3:28])=[N:23][N:24]([CH3:27])[C:25]=5[CH3:26])=[CH:19][C:20]=4[C:11]3=[C:10]([C:34]3[S:35][CH:36]=[CH:37][CH:38]=3)[C:9]=2[CH2:8][NH:7][CH2:6][CH2:5]1)([CH3:3])[CH3:2].[F:39][C:40]([F:47])([F:46])[CH2:41][CH2:42][C:43](O)=[O:44].C(N1CCOCC1)C.CN(C(ON1N=NC2C=CC=CC1=2)=[N+](C)C)C.[B-](F)(F)(F)F. (2) Given the product [CH2:1]([O:8][CH2:9][C:10]([OH:23])([CH3:22])[CH2:11][O:12][C:13]1[C:14]([B:24]2[O:28][C:27]([CH3:30])([CH3:29])[C:26]([CH3:32])([CH3:31])[O:25]2)=[C:15]([CH:18]=[CH:19][CH:20]=1)[CH:16]=[O:17])[C:2]1[CH:7]=[CH:6][CH:5]=[CH:4][CH:3]=1, predict the reactants needed to synthesize it. The reactants are: [CH2:1]([O:8][CH2:9][C:10]([OH:23])([CH3:22])[CH2:11][O:12][C:13]1[C:14](Br)=[C:15]([CH:18]=[CH:19][CH:20]=1)[CH:16]=[O:17])[C:2]1[CH:7]=[CH:6][CH:5]=[CH:4][CH:3]=1.[B:24]1([B:24]2[O:28][C:27]([CH3:30])([CH3:29])[C:26]([CH3:32])([CH3:31])[O:25]2)[O:28][C:27]([CH3:30])([CH3:29])[C:26]([CH3:32])([CH3:31])[O:25]1.CC([O-])=O.[K+].C(OCC)(=O)C. (3) Given the product [Cl:1][C:2]1[CH:9]=[CH:8][C:5]([CH2:6][NH:7][CH2:12][CH2:13][N:14]([CH2:17][CH3:18])[CH2:15][CH3:16])=[CH:4][CH:3]=1, predict the reactants needed to synthesize it. The reactants are: [Cl:1][C:2]1[CH:9]=[CH:8][C:5]([CH2:6][NH2:7])=[CH:4][CH:3]=1.Br.Br[CH2:12][CH2:13][N:14]([CH2:17][CH3:18])[CH2:15][CH3:16].C(N(CC)CC)C. (4) Given the product [NH2:27][C:10]1[C:9]([NH:8][CH2:7][C:6]2[CH:30]=[CH:31][C:3]([O:2][CH3:1])=[CH:4][CH:5]=2)=[CH:26][CH:25]=[CH:24][C:11]=1[NH:12][CH:13]([C:18]1[CH:19]=[CH:20][CH:21]=[CH:22][CH:23]=1)[CH2:14][C:15]([OH:17])=[O:16], predict the reactants needed to synthesize it. The reactants are: [CH3:1][O:2][C:3]1[CH:31]=[CH:30][C:6]([CH2:7][NH:8][C:9]2[C:10]([N+:27]([O-])=O)=[C:11]([CH:24]=[CH:25][CH:26]=2)[NH:12][CH:13]([C:18]2[CH:23]=[CH:22][CH:21]=[CH:20][CH:19]=2)[CH2:14][C:15]([OH:17])=[O:16])=[CH:5][CH:4]=1.O.NN. (5) Given the product [Cl:1][C:2]1[CH:3]=[CH:4][C:5]([O:18][CH2:19][CH:20]([CH3:21])[CH3:22])=[C:6]([CH2:8][N:9]2[C:13]([CH3:14])=[CH:12][C:11]([NH:37][C:58]([O:54][CH2:53][CH:50]3[CH2:49][CH2:48][N:47]([C:45]([O:44][C:41]([CH3:40])([CH3:42])[CH3:43])=[O:46])[CH2:52][CH2:51]3)=[O:59])=[N:10]2)[CH:7]=1, predict the reactants needed to synthesize it. The reactants are: [Cl:1][C:2]1[CH:3]=[CH:4][C:5]([O:18][CH2:19][CH:20]([CH3:22])[CH3:21])=[C:6]([CH2:8][N:9]2[C:13]([CH3:14])=[CH:12][C:11](C(O)=O)=[N:10]2)[CH:7]=1.C1(P([N:37]=[N+]=[N-])(C2C=CC=CC=2)=O)C=CC=CC=1.[CH3:40][C:41]([O:44][CH:45]([N:47]1[CH2:52][CH2:51][CH:50]([CH2:53][OH:54])[CH2:49][CH2:48]1)[OH:46])([CH3:43])[CH3:42].CCO[C:58](C)=[O:59]. (6) Given the product [CH2:29]([O:31][CH2:32][N:12]1[C:8]([CH3:7])=[C:9]([C:24]([O:26][CH2:27][CH3:28])=[O:25])[C:10]([C:18]2[CH:23]=[CH:22][CH:21]=[CH:20][CH:19]=2)=[C:11]1[C:13]([O:15][CH2:16][CH3:17])=[O:14])[CH3:30], predict the reactants needed to synthesize it. The reactants are: CC(C)([O-])C.[K+].[CH3:7][C:8]1[NH:12][C:11]([C:13]([O:15][CH2:16][CH3:17])=[O:14])=[C:10]([C:18]2[CH:23]=[CH:22][CH:21]=[CH:20][CH:19]=2)[C:9]=1[C:24]([O:26][CH2:27][CH3:28])=[O:25].[CH2:29]([O:31][CH2:32]Cl)[CH3:30]. (7) Given the product [NH2:27][C:16]1[N:15]=[C:14]([C:8]2[S:9][C:10]3[CH2:11][CH2:12][O:13][C:4]4[CH:3]=[C:2]([C:36]5[CH:35]=[N:34][N:33]([CH2:32][C:31]([CH3:47])([OH:48])[CH3:30])[CH:37]=5)[CH:29]=[CH:28][C:5]=4[C:6]=3[N:7]=2)[N:18]([C:19]2[CH:24]=[CH:23][C:22]([F:25])=[CH:21][C:20]=2[F:26])[N:17]=1, predict the reactants needed to synthesize it. The reactants are: Br[C:2]1[CH:29]=[CH:28][C:5]2[C:6]3[N:7]=[C:8]([C:14]4[N:18]([C:19]5[CH:24]=[CH:23][C:22]([F:25])=[CH:21][C:20]=5[F:26])[N:17]=[C:16]([NH2:27])[N:15]=4)[S:9][C:10]=3[CH2:11][CH2:12][O:13][C:4]=2[CH:3]=1.[CH3:30][C:31]([OH:48])([CH3:47])[CH2:32][N:33]1[CH:37]=[C:36](B2OC(C)(C)C(C)(C)O2)[CH:35]=[N:34]1.